Dataset: Peptide-MHC class I binding affinity with 185,985 pairs from IEDB/IMGT. Task: Regression. Given a peptide amino acid sequence and an MHC pseudo amino acid sequence, predict their binding affinity value. This is MHC class I binding data. (1) The peptide sequence is ETDVMTRGQ. The MHC is HLA-B58:01 with pseudo-sequence HLA-B58:01. The binding affinity (normalized) is 0.0847. (2) The peptide sequence is ILPQAKKDF. The MHC is HLA-B15:01 with pseudo-sequence HLA-B15:01. The binding affinity (normalized) is 0.0415. (3) The binding affinity (normalized) is 0.249. The MHC is HLA-A01:01 with pseudo-sequence HLA-A01:01. The peptide sequence is ISNYICVAW. (4) The peptide sequence is LIVMLLFAGV. The MHC is HLA-A02:03 with pseudo-sequence HLA-A02:03. The binding affinity (normalized) is 0.457. (5) The peptide sequence is LPQHLTLRAQ. The MHC is HLA-B07:02 with pseudo-sequence HLA-B07:02. The binding affinity (normalized) is 0.484.